This data is from Full USPTO retrosynthesis dataset with 1.9M reactions from patents (1976-2016). The task is: Predict the reactants needed to synthesize the given product. (1) Given the product [NH2:1][C:2]1[N:3]=[C:4]([N:18]2[CH2:23][CH2:22][N:21]([C:31]([NH:30][C:26]3[CH:25]=[C:24]([CH3:33])[CH:29]=[CH:28][CH:27]=3)=[O:32])[CH2:20][CH2:19]2)[C:5]2[C:10]([C:11]3[CH:12]=[CH:13][C:14]([F:17])=[CH:15][CH:16]=3)=[CH:9][S:8][C:6]=2[N:7]=1, predict the reactants needed to synthesize it. The reactants are: [NH2:1][C:2]1[N:3]=[C:4]([N:18]2[CH2:23][CH2:22][NH:21][CH2:20][CH2:19]2)[C:5]2[C:10]([C:11]3[CH:16]=[CH:15][C:14]([F:17])=[CH:13][CH:12]=3)=[CH:9][S:8][C:6]=2[N:7]=1.[C:24]1([CH3:33])[CH:29]=[CH:28][CH:27]=[C:26]([N:30]=[C:31]=[O:32])[CH:25]=1. (2) Given the product [NH2:7][C:8]1[CH:17]=[C:16]2[C:11]([CH2:12][CH:13]([CH2:30][OH:31])[CH2:14][N:15]2[S:18]([C:21]2[C:22]([CH3:29])=[N:23][N:24]([CH:26]([F:27])[F:28])[CH:25]=2)(=[O:20])=[O:19])=[N:10][CH:9]=1, predict the reactants needed to synthesize it. The reactants are: C(OC(=O)[NH:7][C:8]1[CH:9]=[N:10][C:11]2[CH2:12][CH:13]([C:30](C)(C)[O:31][SiH2]C(C)(C)C)[CH2:14][N:15]([S:18]([C:21]3[C:22]([CH3:29])=[N:23][N:24]([CH:26]([F:28])[F:27])[CH:25]=3)(=[O:20])=[O:19])[C:16]=2[CH:17]=1)(C)(C)C.Cl. (3) Given the product [CH2:1]([O:3][C:4]([C:6]1([C:9]2[CH:14]=[CH:13][C:12]([C:15]3[CH:20]=[CH:19][C:18]([C:21]4[O:25][N:24]=[C:23]([CH3:26])[C:22]=4[NH:27][C:28]4[CH:33]=[CH:32][CH:31]=[C:30]([C:43]5[CH:48]=[CH:47][CH:46]=[CH:45][C:44]=5[C:49]([F:52])([F:51])[F:50])[N:29]=4)=[CH:17][CH:16]=3)=[CH:11][CH:10]=2)[CH2:8][CH2:7]1)=[O:5])[CH3:2], predict the reactants needed to synthesize it. The reactants are: [CH2:1]([O:3][C:4]([C:6]1([C:9]2[CH:14]=[CH:13][C:12]([C:15]3[CH:20]=[CH:19][C:18]([C:21]4[O:25][N:24]=[C:23]([CH3:26])[C:22]=4[NH:27][C:28]4[CH:33]=[CH:32][CH:31]=[C:30](Br)[N:29]=4)=[CH:17][CH:16]=3)=[CH:11][CH:10]=2)[CH2:8][CH2:7]1)=[O:5])[CH3:2].CC1(C)C(C)(C)OB([C:43]2[CH:48]=[CH:47][CH:46]=[CH:45][C:44]=2[C:49]([F:52])([F:51])[F:50])O1. (4) Given the product [CH:1]([S:3][CH2:4][P:5](=[O:6])([O:11][CH:12]([CH3:14])[CH3:13])[O:7][CH:8]([CH3:10])[CH3:9])([CH3:20])[CH3:2], predict the reactants needed to synthesize it. The reactants are: [C:1](=O)([S:3][CH2:4][P:5]([O:11][CH:12]([CH3:14])[CH3:13])([O:7][CH:8]([CH3:10])[CH3:9])=[O:6])[CH3:2].C[O-].[Na+].Br[CH:20](C)C. (5) The reactants are: [CH3:1][C:2]1[N:6]([CH2:7][CH2:8][CH2:9][NH2:10])[CH:5]=[N:4][CH:3]=1.[CH:11](=[O:18])C1C=CC=CC=1.[CH2:19]([N+]#[C-])[C:20]1[CH:25]=[CH:24][CH:23]=[CH:22][CH:21]=1.[O:28]([C:30]#[N:31])[K]. Given the product [CH3:1][C:2]1[N:6]([CH2:7][CH2:8][CH2:9][N:10]2[CH:19]([C:20]3[CH:21]=[CH:22][CH:23]=[CH:24][CH:25]=3)[C:30](=[O:28])[NH:31][C:11]2=[O:18])[CH:5]=[N:4][CH:3]=1, predict the reactants needed to synthesize it. (6) Given the product [C:1]([C:5]1[N:6]=[C:7]([N:22]2[CH2:27][CH2:26][C@@H:24]([F:51])[CH2:23]2)[C:8]2[N:13]=[N:12][N:11]([CH2:14][C:15]3[CH:20]=[CH:19][CH:18]=[CH:17][C:16]=3[Cl:21])[C:9]=2[N:10]=1)([CH3:4])([CH3:3])[CH3:2], predict the reactants needed to synthesize it. The reactants are: [C:1]([C:5]1[N:6]=[C:7]([N:22]2[CH2:27][CH2:26]O[CH2:24][CH2:23]2)[C:8]2[N:13]=[N:12][N:11]([CH2:14][C:15]3[CH:20]=[CH:19][CH:18]=[CH:17][C:16]=3[Cl:21])[C:9]=2[N:10]=1)([CH3:4])([CH3:3])[CH3:2].C(C1N=C(Cl)C2N=NN(CC3C=CC=CC=3Cl)C=2N=1)(C)(C)C.Cl.[F:51][C@@H]1CCNC1. (7) The reactants are: [CH2:1]([O:8][C:9]([N:11]1[CH2:16][CH2:15][CH:14]([NH:17][C:18]2[CH:23]=[CH:22][C:21]([C:24]([O:26][CH3:27])=[O:25])=[CH:20][CH:19]=2)[CH2:13][CH2:12]1)=[O:10])[C:2]1[CH:7]=[CH:6][CH:5]=[CH:4][CH:3]=1.N1C=CC=CC=1.C(OCC)(=O)C.[Cl:40][CH2:41][C:42](Cl)=[O:43]. Given the product [CH2:1]([O:8][C:9]([N:11]1[CH2:16][CH2:15][CH:14]([N:17]([C:42](=[O:43])[CH2:41][Cl:40])[C:18]2[CH:23]=[CH:22][C:21]([C:24]([O:26][CH3:27])=[O:25])=[CH:20][CH:19]=2)[CH2:13][CH2:12]1)=[O:10])[C:2]1[CH:7]=[CH:6][CH:5]=[CH:4][CH:3]=1, predict the reactants needed to synthesize it.